Task: Binary Classification. Given a T-cell receptor sequence (or CDR3 region) and an epitope sequence, predict whether binding occurs between them.. Dataset: TCR-epitope binding with 47,182 pairs between 192 epitopes and 23,139 TCRs (1) The epitope is QECVRGTTVL. The TCR CDR3 sequence is CASSPTGQVWPQHF. Result: 0 (the TCR does not bind to the epitope). (2) The epitope is VVYRGTTTY. The TCR CDR3 sequence is CASSQEGRPQHF. Result: 1 (the TCR binds to the epitope). (3) The epitope is RQLLFVVEV. The TCR CDR3 sequence is CASSLAGLAGYNEQFF. Result: 1 (the TCR binds to the epitope). (4) The epitope is FADDLNQLTGY. The TCR CDR3 sequence is CASRDPLGGSTGELFF. Result: 1 (the TCR binds to the epitope).